This data is from Catalyst prediction with 721,799 reactions and 888 catalyst types from USPTO. The task is: Predict which catalyst facilitates the given reaction. Reactant: C[O:2][C:3](=[O:36])[CH2:4][CH2:5][C:6]1[CH:11]=[CH:10][C:9]([O:12][C:13]2[CH:18]=[CH:17][CH:16]=[C:15]([O:19][C:20]3[CH:25]=[CH:24][C:23]([Cl:26])=[CH:22][C:21]=3[O:27][C:28]3[CH:33]=[CH:32][CH:31]=[CH:30][C:29]=3[F:34])[CH:14]=2)=[CH:8][C:7]=1[CH3:35].[OH-].[Na+]. Product: [Cl:26][C:23]1[CH:24]=[CH:25][C:20]([O:19][C:15]2[CH:14]=[C:13]([CH:18]=[CH:17][CH:16]=2)[O:12][C:9]2[CH:10]=[CH:11][C:6]([CH2:5][CH2:4][C:3]([OH:36])=[O:2])=[C:7]([CH3:35])[CH:8]=2)=[C:21]([O:27][C:28]2[CH:33]=[CH:32][CH:31]=[CH:30][C:29]=2[F:34])[CH:22]=1. The catalyst class is: 5.